From a dataset of Peptide-MHC class I binding affinity with 185,985 pairs from IEDB/IMGT. Regression. Given a peptide amino acid sequence and an MHC pseudo amino acid sequence, predict their binding affinity value. This is MHC class I binding data. (1) The MHC is HLA-B27:05 with pseudo-sequence HLA-B27:05. The peptide sequence is ELIRRVRRY. The binding affinity (normalized) is 0.0847. (2) The peptide sequence is RSSPASFE. The MHC is H-2-Db with pseudo-sequence H-2-Db. The binding affinity (normalized) is 0. (3) The peptide sequence is KEQYCALSPG. The MHC is HLA-B18:01 with pseudo-sequence HLA-B18:01. The binding affinity (normalized) is 0. (4) The MHC is HLA-A68:01 with pseudo-sequence HLA-A68:01. The peptide sequence is TFYRQGLNK. The binding affinity (normalized) is 0.461.